This data is from Catalyst prediction with 721,799 reactions and 888 catalyst types from USPTO. The task is: Predict which catalyst facilitates the given reaction. (1) Reactant: FC(F)(F)C(O)=O.[F:8][C:9]([F:26])([F:25])[CH2:10][O:11][CH:12]1[CH2:17][CH2:16][N:15](C(OC(C)(C)C)=O)[CH2:14][CH2:13]1. Product: [F:26][C:9]([F:8])([F:25])[CH2:10][O:11][CH:12]1[CH2:17][CH2:16][NH:15][CH2:14][CH2:13]1. The catalyst class is: 2. (2) Reactant: [OH:1][C:2]1[N:3]=[C:4]([CH2:7][C:8]([C:10]2[CH:15]=[CH:14][CH:13]=[CH:12][CH:11]=2)=[O:9])[S:5][CH:6]=1.CI.[C:18]([O-])([O-])=O.[K+].[K+]. Product: [CH3:18][O:1][C:2]1[N:3]=[C:4]([CH2:7][C:8]([C:10]2[CH:15]=[CH:14][CH:13]=[CH:12][CH:11]=2)=[O:9])[S:5][CH:6]=1. The catalyst class is: 21. (3) Reactant: [NH2:1][CH2:2][CH2:3][C:4]#[N:5].C(N(CC)CC)C.[Cl:13][CH2:14][CH2:15][CH2:16][S:17](Cl)(=[O:19])=[O:18].C(OCC)C. The catalyst class is: 7. Product: [Cl:13][CH2:14][CH2:15][CH2:16][S:17]([NH:5][CH2:4][CH2:3][C:2]#[N:1])(=[O:19])=[O:18]. (4) Reactant: [C:1]([O:5][C:6]([NH:8][S:9]([NH:12][CH2:13][C:14]([O:16][CH2:17][CH3:18])=[O:15])(=[O:11])=[O:10])=[O:7])([CH3:4])([CH3:3])[CH3:2].O[CH2:20][CH2:21][NH:22][C:23](=[O:32])[O:24][CH2:25][C:26]1[CH:31]=[CH:30][CH:29]=[CH:28][CH:27]=1.CC(OC(/N=N/C(OC(C)C)=O)=O)C.C1(P(C2C=CC=CC=2)C2C=CC=CC=2)C=CC=CC=1. Product: [CH2:25]([O:24][C:23]([NH:22][CH2:21][CH2:20][N:8]([C:6]([O:5][C:1]([CH3:4])([CH3:3])[CH3:2])=[O:7])[S:9]([NH:12][CH2:13][C:14]([O:16][CH2:17][CH3:18])=[O:15])(=[O:11])=[O:10])=[O:32])[C:26]1[CH:31]=[CH:30][CH:29]=[CH:28][CH:27]=1. The catalyst class is: 1.